From a dataset of Reaction yield outcomes from USPTO patents with 853,638 reactions. Predict the reaction yield, written as a fraction of the theoretical maximum amount of product (1.0 means a 100% yield; for example, 0.34 means a 34% yield). (1) The product is [OH:28][C:26]1[C:23]2([CH2:25][CH2:24]2)[O:22][C:20](=[O:21])[C:19]=1[C:16]1[CH:15]=[CH:14][C:13]([O:12][CH2:11][C:2]2[CH:3]=[CH:4][C:5]3[C:10](=[CH:9][CH:8]=[CH:7][CH:6]=3)[N:1]=2)=[CH:18][CH:17]=1. The reactants are [N:1]1[C:10]2[C:5](=[CH:6][CH:7]=[CH:8][CH:9]=2)[CH:4]=[CH:3][C:2]=1[CH2:11][O:12][C:13]1[CH:18]=[CH:17][C:16]([CH2:19][C:20]([O:22][C:23]2([C:26]([O:28]C)=O)[CH2:25][CH2:24]2)=[O:21])=[CH:15][CH:14]=1.[H-].[Na+]. The yield is 0.830. The catalyst is CN(C=O)C. (2) The reactants are Cl[C:2]1[N:7]=[CH:6][N:5]=[C:4]([N:8]([CH3:27])[C:9](=[O:26])[NH:10][C:11]2[C:12]([F:25])=[C:13]([NH:18][S:19]([CH2:22][CH2:23][CH3:24])(=[O:21])=[O:20])[CH:14]=[CH:15][C:16]=2[F:17])[CH:3]=1.[H][H]. The catalyst is C(O)C.[Pd]. The product is [F:25][C:12]1[C:11]([NH:10][C:9]([N:8]([CH3:27])[C:4]2[CH:3]=[CH:2][N:7]=[CH:6][N:5]=2)=[O:26])=[C:16]([F:17])[CH:15]=[CH:14][C:13]=1[NH:18][S:19]([CH2:22][CH2:23][CH3:24])(=[O:20])=[O:21]. The yield is 0.410. (3) The reactants are Cl.C(OCC)(=O)C.C([O:12][C:13]1[C:14]([CH2:19][N:20]2[CH2:25][CH2:24][CH:23]([C:26](=[O:36])[CH2:27][C:28]3[CH:33]=[CH:32][CH:31]=[CH:30][C:29]=3[S:34][CH3:35])[CH2:22][CH2:21]2)=[N:15][CH:16]=[CH:17][N:18]=1)(C)(C)C.[OH-].[Na+]. The catalyst is ClCCl. The product is [CH3:35][S:34][C:29]1[CH:30]=[CH:31][CH:32]=[CH:33][C:28]=1[CH2:27][C:26]([CH:23]1[CH2:22][CH2:21][N:20]([CH2:19][C:14]2[C:13](=[O:12])[NH:18][CH:17]=[CH:16][N:15]=2)[CH2:25][CH2:24]1)=[O:36]. The yield is 0.840. (4) The reactants are [N:1]1([CH2:6][C:7]#[C:8][CH2:9][OH:10])[CH2:5][CH2:4][CH2:3][CH2:2]1.[H-].[Al+3].[Li+].[H-].[H-].[H-].[OH-].[Na+]. The catalyst is C1COCC1. The product is [N:1]1([CH2:6]/[CH:7]=[CH:8]/[CH2:9][OH:10])[CH2:5][CH2:4][CH2:3][CH2:2]1. The yield is 0.700. (5) The reactants are [CH3:1][C:2]1[N:7]=[C:6]([C:8]2[CH:13]=[CH:12][CH:11]=[C:10]([C:14]3[CH:15]=[C:16]([NH2:20])[CH:17]=[CH:18][CH:19]=3)[N:9]=2)[CH:5]=[C:4]([C:21]2[CH:26]=[CH:25][C:24]([C:27]([F:30])([F:29])[F:28])=[CH:23][CH:22]=2)[CH:3]=1.[C:31](Cl)(=[O:33])[CH3:32]. The catalyst is CCOC(C)=O.C([O-])(O)=O.[Na+]. The product is [CH3:1][C:2]1[N:7]=[C:6]([C:8]2[CH:13]=[CH:12][CH:11]=[C:10]([C:14]3[CH:15]=[C:16]([NH:20][C:31](=[O:33])[CH3:32])[CH:17]=[CH:18][CH:19]=3)[N:9]=2)[CH:5]=[C:4]([C:21]2[CH:26]=[CH:25][C:24]([C:27]([F:28])([F:30])[F:29])=[CH:23][CH:22]=2)[CH:3]=1. The yield is 0.570.